From a dataset of Forward reaction prediction with 1.9M reactions from USPTO patents (1976-2016). Predict the product of the given reaction. (1) Given the reactants [CH:1]1([C:4]2[C:5]([O:13][CH2:14][C:15]([F:18])([F:17])[F:16])=[N:6][CH:7]=[C:8]([CH:12]=2)[C:9]([OH:11])=O)[CH2:3][CH2:2]1.[N:19]1([NH2:25])[CH2:24][CH2:23][O:22][CH2:21][CH2:20]1, predict the reaction product. The product is: [CH:1]1([C:4]2[C:5]([O:13][CH2:14][C:15]([F:18])([F:17])[F:16])=[N:6][CH:7]=[C:8]([CH:12]=2)[C:9]([NH:25][N:19]2[CH2:24][CH2:23][O:22][CH2:21][CH2:20]2)=[O:11])[CH2:2][CH2:3]1. (2) Given the reactants [F-].[K+].[Br:3][C:4]1[N:8]2[N:9]=[C:10](Cl)[CH:11]=[CH:12][C:7]2=[N:6][CH:5]=1.[F:14][C:15]1[CH:16]=[C:17]([CH:21]2[C@@H:25]([O:26][Si](C(C)C)(C(C)C)C(C)C)[CH2:24][CH2:23][NH:22]2)[CH:18]=[CH:19][CH:20]=1, predict the reaction product. The product is: [Br:3][C:4]1[N:8]2[N:9]=[C:10]([N:22]3[CH2:23][CH2:24][C@H:25]([OH:26])[CH:21]3[C:17]3[CH:18]=[CH:19][CH:20]=[C:15]([F:14])[CH:16]=3)[CH:11]=[CH:12][C:7]2=[N:6][CH:5]=1. (3) The product is: [CH3:1][O:2][C:3]1[C:8]2[NH:9][C:10]([C:12]3[S:13][CH:14]=[CH:15][CH:16]=3)=[N:11][C:7]=2[C:6]([C:17]([NH:9][CH2:8][CH2:3][O:2][C:23]2[CH:28]=[CH:27][C:26]([C:29]([F:32])([F:31])[F:30])=[CH:25][N:24]=2)=[O:19])=[CH:5][CH:4]=1. Given the reactants [CH3:1][O:2][C:3]1[C:8]2[NH:9][C:10]([C:12]3[S:13][CH:14]=[CH:15][CH:16]=3)=[N:11][C:7]=2[C:6]([C:17]([O-:19])=O)=[CH:5][CH:4]=1.[H-].[Na+].Cl[C:23]1[CH:28]=[CH:27][C:26]([C:29]([F:32])([F:31])[F:30])=[CH:25][N:24]=1, predict the reaction product. (4) Given the reactants C([O:3][C:4](=O)[CH2:5][CH:6]([C:11]1[CH:16]=[CH:15][CH:14]=[C:13]([O:17][CH2:18][C:19]2[CH:24]=[CH:23][CH:22]=[CH:21][CH:20]=2)[CH:12]=1)[CH2:7][N+:8]([O-])=O)C, predict the reaction product. The product is: [CH2:18]([O:17][C:13]1[CH:12]=[C:11]([CH:6]2[CH2:7][NH:8][C:4](=[O:3])[CH2:5]2)[CH:16]=[CH:15][CH:14]=1)[C:19]1[CH:24]=[CH:23][CH:22]=[CH:21][CH:20]=1.